Dataset: Full USPTO retrosynthesis dataset with 1.9M reactions from patents (1976-2016). Task: Predict the reactants needed to synthesize the given product. (1) Given the product [NH2:1][C:2]1[S:3][CH:4]=[C:5]([C:7]([NH2:13])=[O:9])[N:6]=1, predict the reactants needed to synthesize it. The reactants are: [NH2:1][C:2]1[S:3][CH:4]=[C:5]([C:7]([O:9]CC)=O)[N:6]=1.O.[NH3:13]. (2) Given the product [C:53]([O:57][C:58](=[O:70])[NH:59][CH2:60][CH:61]([C:62]1[CH:67]=[CH:66][CH:65]=[C:64]([Cl:68])[CH:63]=1)[NH:69][C:22](=[O:23])[C:21]1[CH:25]=[CH:26][C:27]([CH3:28])=[C:19]([NH:18][C:16]([C:7]2[C:8](=[O:15])[NH:9][C:10]3[C:5]([CH:6]=2)=[CH:4][C:3]([O:2][CH3:1])=[C:12]([O:13][CH3:14])[CH:11]=3)=[O:17])[CH:20]=1)([CH3:56])([CH3:54])[CH3:55], predict the reactants needed to synthesize it. The reactants are: [CH3:1][O:2][C:3]1[CH:4]=[C:5]2[C:10](=[CH:11][C:12]=1[O:13][CH3:14])[NH:9][C:8](=[O:15])[C:7]([C:16]([NH:18][C:19]1[CH:20]=[C:21]([CH:25]=[CH:26][C:27]=1[CH3:28])[C:22](O)=[O:23])=[O:17])=[CH:6]2.CN(C(ON1N=NC2C=CC=NC1=2)=[N+](C)C)C.F[P-](F)(F)(F)(F)F.[C:53]([O:57][C:58](=[O:70])[NH:59][CH2:60][CH:61]([NH2:69])[C:62]1[CH:67]=[CH:66][CH:65]=[C:64]([Cl:68])[CH:63]=1)([CH3:56])([CH3:55])[CH3:54].C(=O)(O)[O-].[Na+]. (3) Given the product [C:1]([O:5][CH2:6][CH2:7][CH2:8][CH2:9][CH2:10][CH2:11][SiH2:18][CH:15]([Cl:16])[Cl:14])([CH3:4])([CH3:3])[CH3:2], predict the reactants needed to synthesize it. The reactants are: [C:1]([O:5][CH2:6][CH2:7][CH2:8][CH2:9][CH2:10][CH2:11][Mg]Cl)([CH3:4])([CH3:3])[CH3:2].[Cl:14][C:15]([SiH3:18])(Cl)[Cl:16]. (4) Given the product [CH:1]([O:4][C:5]1[CH:11]=[CH:10][C:8]([NH:9][C:52]([CH:48]2[CH2:49][CH2:50][CH2:51][C:46](=[O:45])[CH2:47]2)=[O:53])=[CH:7][CH:6]=1)([CH3:3])[CH3:2], predict the reactants needed to synthesize it. The reactants are: [CH:1]([O:4][C:5]1[CH:11]=[CH:10][C:8]([NH2:9])=[CH:7][CH:6]=1)([CH3:3])[CH3:2].CN(C(ON1N=NC2C=CC=NC1=2)=[N+](C)C)C.F[P-](F)(F)(F)(F)F.C(N(C(C)C)CC)(C)C.[O:45]=[C:46]1[CH2:51][CH2:50][CH2:49][CH:48]([C:52](O)=[O:53])[CH2:47]1.